Dataset: Merck oncology drug combination screen with 23,052 pairs across 39 cell lines. Task: Regression. Given two drug SMILES strings and cell line genomic features, predict the synergy score measuring deviation from expected non-interaction effect. Drug 1: O=c1[nH]cc(F)c(=O)[nH]1. Drug 2: CCN(CC)CCNC(=O)c1c(C)[nH]c(C=C2C(=O)Nc3ccc(F)cc32)c1C. Cell line: A2058. Synergy scores: synergy=9.62.